Dataset: Forward reaction prediction with 1.9M reactions from USPTO patents (1976-2016). Task: Predict the product of the given reaction. (1) Given the reactants C([O:5][C:6](=[O:17])[CH2:7]C1C=C2C(C=CN2)=CC=1)(C)(C)C.[C:18]([O:22][C:23](=[O:40])[CH2:24][C:25]1[CH:33]=[C:32]2[C:28]([C:29](N=C=O)=[CH:30][N:31]2[C:34](=[O:36])[NH2:35])=[CH:27][CH:26]=1)([CH3:21])([CH3:20])[CH3:19].C(N1C2C(=CC(OCCO)=CC=2)C(CC(O)=O)=C1)(=O)N, predict the reaction product. The product is: [C:18]([O:22][C:23]([CH2:24][C:25]1[CH:33]=[C:32]2[C:28]([C:29]([CH2:7][C:6]([OH:17])=[O:5])=[CH:30][N:31]2[C:34](=[O:36])[NH2:35])=[CH:27][CH:26]=1)=[O:40])([CH3:21])([CH3:20])[CH3:19]. (2) The product is: [F:1][C:2]1[CH:3]=[C:4]2[C:8](=[C:9]([F:12])[C:10]=1[C:21]1[CH:22]=[N:17][CH:18]=[N:19][CH:20]=1)[N:7]([CH3:13])[C:6](=[O:14])[C:5]2([CH3:16])[CH3:15]. Given the reactants [F:1][C:2]1[CH:3]=[C:4]2[C:8](=[C:9]([F:12])[C:10]=1I)[N:7]([CH3:13])[C:6](=[O:14])[C:5]2([CH3:16])[CH3:15].[N:17]1[CH:22]=[C:21](B(O)O)[CH:20]=[N:19][CH:18]=1, predict the reaction product. (3) Given the reactants [F:1][C:2]1[CH:7]=[CH:6][CH:5]=[C:4]([F:8])[C:3]=1[S:9](Cl)(=[O:11])=[O:10].[CH3:13][O:14][C:15]([C:17]1[CH:22]=[CH:21][N:20]=[C:19]([NH2:23])[CH:18]=1)=[O:16].O, predict the reaction product. The product is: [F:1][C:2]1[CH:7]=[CH:6][CH:5]=[C:4]([F:8])[C:3]=1[S:9]([NH:23][C:19]1[CH:18]=[C:17]([C:15]([O:14][CH3:13])=[O:16])[CH:22]=[CH:21][N:20]=1)(=[O:11])=[O:10]. (4) Given the reactants Cl[C:2]1[N:7]=[C:6]([Cl:8])[N:5]=[C:4]([O:9][CH2:10][C:11]2[CH:16]=[CH:15][C:14]([O:17][CH3:18])=[CH:13][CH:12]=2)[N:3]=1.[C:19]([NH2:28])([C:22]1[CH:27]=[CH:26][CH:25]=[CH:24][CH:23]=1)([CH3:21])[CH3:20].CCN(C(C)C)C(C)C, predict the reaction product. The product is: [Cl:8][C:6]1[N:5]=[C:4]([O:9][CH2:10][C:11]2[CH:16]=[CH:15][C:14]([O:17][CH3:18])=[CH:13][CH:12]=2)[N:3]=[C:2]([NH:28][C:19]([CH3:21])([C:22]2[CH:27]=[CH:26][CH:25]=[CH:24][CH:23]=2)[CH3:20])[N:7]=1. (5) Given the reactants [C:1]([C:3]1[CH:11]=[CH:10][C:6]([C:7](Cl)=[O:8])=[CH:5][CH:4]=1)#[N:2].[Cl-].[Al+3].[Cl-].[Cl-].[CH3:16][N:17]1[CH:21]=[CH:20][CH:19]=[C:18]1[CH2:22][C:23]([O:25][CH2:26][CH3:27])=[O:24].Cl, predict the reaction product. The product is: [C:1]([C:3]1[CH:11]=[CH:10][C:6]([C:7]([C:21]2[N:17]([CH3:16])[C:18]([CH2:22][C:23]([O:25][CH2:26][CH3:27])=[O:24])=[CH:19][CH:20]=2)=[O:8])=[CH:5][CH:4]=1)#[N:2]. (6) Given the reactants [Br:1][CH2:2][CH2:3][CH2:4][CH2:5][C:6]1[CH:11]=[CH:10][C:9]([CH2:12][CH2:13][CH2:14][CH3:15])=[CH:8][CH:7]=1.[N:16]1[CH:21]=[C:20]([CH3:22])[CH:19]=[C:18]([CH3:23])[CH:17]=1, predict the reaction product. The product is: [Br-:1].[CH2:12]([C:9]1[CH:10]=[CH:11][C:6]([CH2:5][CH2:4][CH2:3][CH2:2][N+:16]2[CH:21]=[C:20]([CH3:22])[CH:19]=[C:18]([CH3:23])[CH:17]=2)=[CH:7][CH:8]=1)[CH2:13][CH2:14][CH3:15]. (7) Given the reactants I[C:2]1[CH:3]=[C:4]([CH:10]=[CH:11][CH:12]=1)[C:5]([O:7][CH2:8][CH3:9])=[O:6].C(N(C(C)C)CC)(C)C.C(P(C(C)(C)C)C(C)(C)C)(C)(C)C.[C:35]1([C:41]#[CH:42])[CH:40]=[CH:39][CH:38]=[CH:37][CH:36]=1.C([O-])(O)=O.[Na+], predict the reaction product. The product is: [C:35]1([C:41]#[C:42][C:2]2[CH:3]=[C:4]([CH:10]=[CH:11][CH:12]=2)[C:5]([O:7][CH2:8][CH3:9])=[O:6])[CH:40]=[CH:39][CH:38]=[CH:37][CH:36]=1.